From a dataset of Peptide-MHC class I binding affinity with 185,985 pairs from IEDB/IMGT. Regression. Given a peptide amino acid sequence and an MHC pseudo amino acid sequence, predict their binding affinity value. This is MHC class I binding data. (1) The peptide sequence is GAAAQFNAS. The MHC is HLA-A02:06 with pseudo-sequence HLA-A02:06. The binding affinity (normalized) is 0.189. (2) The peptide sequence is YFHKRDMRL. The MHC is HLA-B08:01 with pseudo-sequence HLA-B08:01. The binding affinity (normalized) is 0.622. (3) The MHC is HLA-B44:03 with pseudo-sequence HLA-B44:03. The binding affinity (normalized) is 0.132. The peptide sequence is VEAMVSRARI. (4) The peptide sequence is DYNFVKQLF. The MHC is HLA-A30:02 with pseudo-sequence HLA-A30:02. The binding affinity (normalized) is 0.0803. (5) The MHC is H-2-Db with pseudo-sequence H-2-Db. The binding affinity (normalized) is 0.169. The peptide sequence is HNILPHDLI. (6) The peptide sequence is SPPAVPQSF. The MHC is Mamu-A01 with pseudo-sequence Mamu-A01. The binding affinity (normalized) is 0.505. (7) The peptide sequence is TIHLATAPK. The MHC is HLA-B08:01 with pseudo-sequence HLA-B08:01. The binding affinity (normalized) is 0.0847.